Dataset: Full USPTO retrosynthesis dataset with 1.9M reactions from patents (1976-2016). Task: Predict the reactants needed to synthesize the given product. (1) Given the product [C:30]([N:6]([C:4](=[O:5])[C:3]1[C:23]([F:27])=[CH:24][CH:25]=[CH:26][C:2]=1[F:1])[C:7]([N:8]([C:10]1[CH:15]=[CH:14][C:13]([S:16][C:17]([F:20])([F:19])[F:18])=[CH:12][C:11]=1[F:21])[CH3:9])=[O:22])(=[O:32])[CH3:31], predict the reactants needed to synthesize it. The reactants are: [F:1][C:2]1[CH:26]=[CH:25][CH:24]=[C:23]([F:27])[C:3]=1[C:4]([NH:6][C:7](=[O:22])[N:8]([C:10]1[CH:15]=[CH:14][C:13]([S:16][C:17]([F:20])([F:19])[F:18])=[CH:12][C:11]=1[F:21])[CH3:9])=[O:5].[H-].[Na+].[C:30](Cl)(=[O:32])[CH3:31]. (2) Given the product [Cl:66][C:67]1[CH:79]=[C:78]2[C:77](=[CH:69][CH:68]=1)[N:76]([CH3:75])[C:3]1[CH:4]=[CH:5][C:6]([C:8]3[CH:17]=[CH:16][C:15]4[C:10](=[CH:11][CH:12]=[C:13]([C:18]5[N:22]([CH:23]6[CH2:24][CH2:25][CH2:26][CH2:27][CH2:28]6)[C:21]6[CH:29]=[CH:30][C:31]([C:33]([OH:35])=[O:34])=[CH:32][C:20]=6[N:19]=5)[CH:14]=4)[N:9]=3)=[CH:7][C:2]2=1, predict the reactants needed to synthesize it. The reactants are: Br[C:2]1[CH:3]=[CH:4][C:5](O)=[C:6]([C:8]2[CH:17]=[CH:16][C:15]3[C:10](=[CH:11][CH:12]=[C:13]([C:18]4[N:22]([CH:23]5[CH2:28][CH2:27][CH2:26][CH2:25][CH2:24]5)[C:21]5[CH:29]=[CH:30][C:31]([C:33]([OH:35])=[O:34])=[CH:32][C:20]=5[N:19]=4)[CH:14]=3)[N:9]=2)[CH:7]=1.C(OC(C1C=CC2N(C3CCCCC3)C(C3C=CC(N)=C(C=O)C=3)=NC=2C=1)=O)C.[Cl:66][C:67]1[CH:68]=[C:69]2[C:77](=[CH:78][CH:79]=1)[N:76](C)[C:75]1C=CC(C(=O)C)=CC2=1.[OH-].[K+]. (3) Given the product [CH3:23][O:22][C:19]1[CH:18]=[CH:17][C:16]([CH2:15][N:9]2[C:8](=[O:24])[C:7]3[C:12](=[CH:13][CH:14]=[C:5]([CH2:4][C:3]([NH:26][NH2:27])=[O:2])[CH:6]=3)[N:11]=[CH:10]2)=[CH:21][CH:20]=1, predict the reactants needed to synthesize it. The reactants are: C[O:2][C:3](=O)[CH2:4][C:5]1[CH:6]=[C:7]2[C:12](=[CH:13][CH:14]=1)[N:11]=[CH:10][N:9]([CH2:15][C:16]1[CH:21]=[CH:20][C:19]([O:22][CH3:23])=[CH:18][CH:17]=1)[C:8]2=[O:24].[NH2:26][NH2:27]. (4) The reactants are: [C:1]([NH:4][C:5]1[CH:6]=[C:7]([N:11]([C:19]2([C:44]([O:46][CH3:47])=[O:45])[CH2:24][CH2:23][N:22]([CH2:25][CH:26]([C:39]3[S:40][CH:41]=[CH:42][CH:43]=3)[C:27]([O:29]CC3C=CC(OC)=CC=3)=[O:28])[CH2:21][CH2:20]2)[C:12]([C:14]2[O:15][CH:16]=[CH:17][CH:18]=2)=[O:13])[CH:8]=[CH:9][CH:10]=1)(=[O:3])[CH3:2].FC(F)(F)C(O)=O. Given the product [C:1]([NH:4][C:5]1[CH:6]=[C:7]([N:11]([C:19]2([C:44]([O:46][CH3:47])=[O:45])[CH2:20][CH2:21][N:22]([CH2:25][CH:26]([C:39]3[S:40][CH:41]=[CH:42][CH:43]=3)[C:27]([OH:29])=[O:28])[CH2:23][CH2:24]2)[C:12]([C:14]2[O:15][CH:16]=[CH:17][CH:18]=2)=[O:13])[CH:8]=[CH:9][CH:10]=1)(=[O:3])[CH3:2], predict the reactants needed to synthesize it.